Dataset: Forward reaction prediction with 1.9M reactions from USPTO patents (1976-2016). Task: Predict the product of the given reaction. (1) Given the reactants [NH2:1][CH2:2][CH2:3][O:4][CH2:5][CH2:6][O:7][CH2:8][CH2:9][O:10][CH2:11][CH2:12][NH:13][S:14]([C:17]1[CH:22]=[CH:21][CH:20]=[C:19]([CH:23]2[C:32]3[C:27](=[C:28]([Cl:34])[CH:29]=[C:30]([Cl:33])[CH:31]=3)[CH2:26][N:25]([CH3:35])[CH2:24]2)[CH:18]=1)(=[O:16])=[O:15].C[CH2:37][N:38]([CH:42]([CH3:44])C)[CH:39]([CH3:41])C.[C:45]1([S:55](Cl)(=[O:57])=[O:56])[CH:50]=[CH:49][CH:48]=[C:47]([S:51](Cl)(=[O:53])=[O:52])[CH:46]=1, predict the reaction product. The product is: [Cl:33][C:30]1[CH:31]=[C:32]2[C:27](=[C:28]([Cl:34])[CH:29]=1)[CH2:26][N:25]([CH3:35])[CH2:24][CH:23]2[C:19]1[CH:18]=[C:17]([S:14]([NH:13][CH2:12][CH2:11][O:10][CH2:9][CH2:8][O:7][CH2:6][CH2:5][O:4][CH2:3][CH2:2][NH:1][S:55]([C:45]2[CH:50]=[CH:49][CH:48]=[C:47]([S:51]([NH:1][CH2:2][CH2:3][O:4][CH2:5][CH2:6][O:7][CH2:8][CH2:9][O:10][CH2:11][CH2:12][NH:13][S:14]([C:17]3[CH:22]=[CH:21][CH:20]=[C:19]([CH:44]4[C:32]5[C:41](=[C:28]([Cl:34])[CH:29]=[C:30]([Cl:33])[CH:31]=5)[CH2:39][N:38]([CH3:37])[CH2:42]4)[CH:18]=3)(=[O:16])=[O:15])(=[O:53])=[O:52])[CH:46]=2)(=[O:57])=[O:56])(=[O:16])=[O:15])[CH:22]=[CH:21][CH:20]=1. (2) The product is: [CH3:1][S:2][C:3]1[CH:4]=[CH:5][C:6]([C:9]2[O:13][N:12]=[CH:11][C:10]=2[CH2:14][OH:15])=[CH:7][CH:8]=1. Given the reactants [CH3:1][S:2][C:3]1[CH:8]=[CH:7][C:6]([C:9]2[O:13][N:12]=[CH:11][C:10]=2[C:14](OCC)=[O:15])=[CH:5][CH:4]=1.[H-].C([Al+]CC(C)C)C(C)C.Cl, predict the reaction product. (3) The product is: [Cl:1][CH2:2][C:3]1[C:9]2[C:8](=[C:20]([CH3:21])[C:18]([OH:19])=[CH:17][CH:16]=2)[O:7][C:5](=[O:6])[CH:4]=1. Given the reactants [Cl:1][CH2:2][C:3](=O)[CH2:4][C:5]([O:7][CH2:8][CH3:9])=[O:6].S(=O)(=O)(O)O.[CH3:16][C:17]1C(O)=C[CH:21]=[CH:20][C:18]=1[OH:19], predict the reaction product. (4) The product is: [NH3:8].[CH3:9][OH:18].[NH2:35][CH2:34][C:28]1([C:25]2[CH:24]=[CH:23][C:22]([Cl:21])=[CH:27][CH:26]=2)[CH2:33][CH2:32][N:31]([C:15]2[N:14]=[CH:13][N:12]=[C:11]3[C:16]=2[N:8]([CH2:1][CH3:2])[C:9](=[O:18])[NH:10]3)[CH2:30][CH2:29]1. Given the reactants [CH2:1]([N:8]1[C:16]2[C:11](=[N:12][CH:13]=[N:14][C:15]=2Cl)[NH:10][C:9]1=[O:18])[C:2]1C=CC=CC=1.Cl.Cl.[Cl:21][C:22]1[CH:27]=[CH:26][C:25]([C:28]2([CH2:34][NH2:35])[CH2:33][CH2:32][NH:31][CH2:30][CH2:29]2)=[CH:24][CH:23]=1.C(N(CC)CC)C, predict the reaction product. (5) Given the reactants [F:1][C:2]1[CH:3]=[C:4]([NH:17][C:18](=[O:24])[O:19][C:20]([CH3:23])([CH3:22])[CH3:21])[CH:5]=[CH:6][C:7]=1[B:8]1[O:12]C(C)(C)C(C)(C)[O:9]1, predict the reaction product. The product is: [C:20]([O:19][C:18]([NH:17][C:4]1[CH:5]=[CH:6][C:7]([B:8]([OH:12])[OH:9])=[C:2]([F:1])[CH:3]=1)=[O:24])([CH3:23])([CH3:21])[CH3:22]. (6) Given the reactants [NH2:1][C:2]1[CH:7]=[C:6]([CH3:8])[CH:5]=[CH:4][C:3]=1[OH:9].[Br:10][C:11]1[CH:12]=[C:13]([CH:17]=[CH:18][CH:19]=1)[C:14](Cl)=O, predict the reaction product. The product is: [Br:10][C:11]1[CH:12]=[C:13]([C:14]2[O:9][C:3]3[CH:4]=[CH:5][C:6]([CH3:8])=[CH:7][C:2]=3[N:1]=2)[CH:17]=[CH:18][CH:19]=1. (7) Given the reactants [Br:1][C:2]1[CH:7]=[CH:6][C:5]([C@@H:8]2[CH2:10][C@H:9]2[C:11]([O:13]CC)=[O:12])=[CH:4][CH:3]=1.[OH-].[K+].O, predict the reaction product. The product is: [Br:1][C:2]1[CH:3]=[CH:4][C:5]([C@@H:8]2[CH2:10][C@H:9]2[C:11]([OH:13])=[O:12])=[CH:6][CH:7]=1.